This data is from Forward reaction prediction with 1.9M reactions from USPTO patents (1976-2016). The task is: Predict the product of the given reaction. (1) The product is: [CH3:7][O:8][C:9]1[CH:10]=[CH:11][C:12]2[CH2:13][C@H:14]3[C@@H:19]([C:20]=2[CH:21]=1)[CH2:18][CH2:17][CH2:16][NH:15]3. Given the reactants S(=O)(=O)(O)O.O.[CH3:7][O:8][C:9]1[CH:10]=[CH:11][C:12]2[C:13](=O)[C:14]3[C:19]([C:20]=2[CH:21]=1)=[CH:18][CH:17]=[CH:16][N:15]=3, predict the reaction product. (2) Given the reactants [C:1]1([CH:7]2[C:16]3[C:11]4=[C:12]([CH:21]([C:24]5[CH:29]=[CH:28][CH:27]=[CH:26][CH:25]=5)[CH2:22][CH2:23][N:10]4[CH2:9][CH2:8]2)[CH:13]=[C:14]([CH2:17][C:18]([OH:20])=O)[CH:15]=3)[CH:6]=[CH:5][CH:4]=[CH:3][CH:2]=1.[CH2:30]([NH2:32])[CH3:31].CCN=C=NCCCN(C)C.Cl.C1C=CC2N(O)N=NC=2C=1, predict the reaction product. The product is: [CH2:30]([NH:32][C:18](=[O:20])[CH2:17][C:14]1[CH:13]=[C:12]2[C:11]3=[C:16]([CH:7]([C:1]4[CH:6]=[CH:5][CH:4]=[CH:3][CH:2]=4)[CH2:8][CH2:9][N:10]3[CH2:23][CH2:22][CH:21]2[C:24]2[CH:25]=[CH:26][CH:27]=[CH:28][CH:29]=2)[CH:15]=1)[CH3:31]. (3) Given the reactants [Br:1][C:2]1[C:10]2[CH:9]=[CH:8][N:7]([CH3:11])[C:6](=[O:12])[C:5]=2[NH:4][CH:3]=1.[C:13](=O)([O-])[O-].[K+].[K+].CC1C=CC(S(OC)(=O)=O)=CC=1.[Cl-].[NH4+], predict the reaction product. The product is: [Br:1][C:2]1[C:10]2[CH:9]=[CH:8][N:7]([CH3:11])[C:6](=[O:12])[C:5]=2[N:4]([CH3:13])[CH:3]=1. (4) Given the reactants [CH:1]1([C:4]2[CH:5]=[CH:6][C:7]([C:15]([OH:17])=O)=[N:8][C:9]=2[O:10][CH2:11][CH:12]2[CH2:14][CH2:13]2)[CH2:3][CH2:2]1.[NH2:18][C:19]1([CH2:24][OH:25])[CH2:23][CH2:22][CH2:21][CH2:20]1, predict the reaction product. The product is: [CH:1]1([C:4]2[CH:5]=[CH:6][C:7]([C:15]([NH:18][C:19]3([CH2:24][OH:25])[CH2:23][CH2:22][CH2:21][CH2:20]3)=[O:17])=[N:8][C:9]=2[O:10][CH2:11][CH:12]2[CH2:13][CH2:14]2)[CH2:2][CH2:3]1.